This data is from NCI-60 drug combinations with 297,098 pairs across 59 cell lines. The task is: Regression. Given two drug SMILES strings and cell line genomic features, predict the synergy score measuring deviation from expected non-interaction effect. (1) Drug 1: C1=NC2=C(N=C(N=C2N1C3C(C(C(O3)CO)O)O)F)N. Drug 2: CCC1(CC2CC(C3=C(CCN(C2)C1)C4=CC=CC=C4N3)(C5=C(C=C6C(=C5)C78CCN9C7C(C=CC9)(C(C(C8N6C)(C(=O)OC)O)OC(=O)C)CC)OC)C(=O)OC)O.OS(=O)(=O)O. Cell line: A549. Synergy scores: CSS=4.53, Synergy_ZIP=-1.80, Synergy_Bliss=-0.820, Synergy_Loewe=-1.96, Synergy_HSA=-0.284. (2) Drug 1: CN(C)N=NC1=C(NC=N1)C(=O)N. Drug 2: CC1C(C(=O)NC(C(=O)N2CCCC2C(=O)N(CC(=O)N(C(C(=O)O1)C(C)C)C)C)C(C)C)NC(=O)C3=C4C(=C(C=C3)C)OC5=C(C(=O)C(=C(C5=N4)C(=O)NC6C(OC(=O)C(N(C(=O)CN(C(=O)C7CCCN7C(=O)C(NC6=O)C(C)C)C)C)C(C)C)C)N)C. Cell line: SK-MEL-5. Synergy scores: CSS=5.10, Synergy_ZIP=-1.12, Synergy_Bliss=1.32, Synergy_Loewe=-2.16, Synergy_HSA=-1.54. (3) Drug 1: CN1CCC(CC1)COC2=C(C=C3C(=C2)N=CN=C3NC4=C(C=C(C=C4)Br)F)OC. Drug 2: CC1C(C(CC(O1)OC2CC(CC3=C2C(=C4C(=C3O)C(=O)C5=C(C4=O)C(=CC=C5)OC)O)(C(=O)CO)O)N)O.Cl. Cell line: SK-MEL-5. Synergy scores: CSS=46.0, Synergy_ZIP=0.792, Synergy_Bliss=2.00, Synergy_Loewe=-33.1, Synergy_HSA=-0.782. (4) Drug 1: CC1=C(C=C(C=C1)NC(=O)C2=CC=C(C=C2)CN3CCN(CC3)C)NC4=NC=CC(=N4)C5=CN=CC=C5. Drug 2: CN(C(=O)NC(C=O)C(C(C(CO)O)O)O)N=O. Cell line: OVCAR-4. Synergy scores: CSS=-0.552, Synergy_ZIP=-1.06, Synergy_Bliss=-0.740, Synergy_Loewe=-5.26, Synergy_HSA=-2.24. (5) Drug 1: C1CN1C2=NC(=NC(=N2)N3CC3)N4CC4. Drug 2: CC1OCC2C(O1)C(C(C(O2)OC3C4COC(=O)C4C(C5=CC6=C(C=C35)OCO6)C7=CC(=C(C(=C7)OC)O)OC)O)O. Cell line: SN12C. Synergy scores: CSS=51.9, Synergy_ZIP=-6.21, Synergy_Bliss=-6.35, Synergy_Loewe=-1.33, Synergy_HSA=1.03. (6) Drug 1: C1=CC=C(C=C1)NC(=O)CCCCCCC(=O)NO. Drug 2: CC1C(C(CC(O1)OC2CC(CC3=C2C(=C4C(=C3O)C(=O)C5=C(C4=O)C(=CC=C5)OC)O)(C(=O)CO)O)N)O.Cl. Cell line: NCI-H322M. Synergy scores: CSS=26.7, Synergy_ZIP=-4.20, Synergy_Bliss=-3.33, Synergy_Loewe=-3.30, Synergy_HSA=-0.844. (7) Drug 1: CCN(CC)CCNC(=O)C1=C(NC(=C1C)C=C2C3=C(C=CC(=C3)F)NC2=O)C. Cell line: RXF 393. Synergy scores: CSS=-1.39, Synergy_ZIP=3.42, Synergy_Bliss=-5.59, Synergy_Loewe=-4.38, Synergy_HSA=-4.47. Drug 2: CS(=O)(=O)OCCCCOS(=O)(=O)C. (8) Drug 1: CCC(=C(C1=CC=CC=C1)C2=CC=C(C=C2)OCCN(C)C)C3=CC=CC=C3.C(C(=O)O)C(CC(=O)O)(C(=O)O)O. Drug 2: C1CCC(C(C1)N)N.C(=O)(C(=O)[O-])[O-].[Pt+4]. Cell line: K-562. Synergy scores: CSS=54.4, Synergy_ZIP=4.57, Synergy_Bliss=4.43, Synergy_Loewe=-10.5, Synergy_HSA=8.46.